Dataset: Forward reaction prediction with 1.9M reactions from USPTO patents (1976-2016). Task: Predict the product of the given reaction. (1) Given the reactants [O:1]=[C:2]1[CH2:7][CH2:6][CH:5]([C:8]([O:10][CH2:11][CH3:12])=[O:9])[CH2:4][CH2:3]1.[CH2:13](O)[CH2:14][OH:15], predict the reaction product. The product is: [O:15]1[C:2]2([CH2:7][CH2:6][CH:5]([C:8]([O:10][CH2:11][CH3:12])=[O:9])[CH2:4][CH2:3]2)[O:1][CH2:13][CH2:14]1. (2) Given the reactants O=[C:2]1[CH2:7][CH2:6][CH2:5][CH2:4][N:3]1[C:8]1[CH:21]=[CH:20][C:11]([CH:12]=[C:13]2[S:17][C:16](=[O:18])[NH:15][C:14]2=[O:19])=[CH:10][CH:9]=1.[NH2:22][CH2:23][C@H:24]([OH:34])[CH2:25][O:26][C:27]1[CH:32]=[CH:31][C:30]([OH:33])=[CH:29][CH:28]=1, predict the reaction product. The product is: [OH:34][C@H:24]([CH2:25][O:26][C:27]1[CH:32]=[CH:31][C:30]([OH:33])=[CH:29][CH:28]=1)[CH2:23][NH:22][CH:6]1[CH2:5][CH2:4][N:3]([C:8]2[CH:21]=[CH:20][C:11]([CH:12]=[C:13]3[S:17][C:16](=[O:18])[NH:15][C:14]3=[O:19])=[CH:10][CH:9]=2)[CH2:2][CH2:7]1. (3) Given the reactants FC1C=C([C@H]2N(CC(OCC)=O)[C:17](=[O:25])[C:12]3([CH2:16][CH2:15][CH2:14][CH2:13]3)[NH:11]C2)C=C(F)C=1.[F:26][C:27]1[CH:28]=[C:29]([CH:34]=[C:35]([F:37])[CH:36]=1)[C:30](=[O:33])[CH2:31]Br.Cl.CN([CH:42]=[O:43])C, predict the reaction product. The product is: [F:26][C:27]1[CH:28]=[C:29]([C:30](=[O:33])[CH2:31][NH:11][C:12]2([C:17]([O:43][CH3:42])=[O:25])[CH2:16][CH2:15][CH2:14][CH2:13]2)[CH:34]=[C:35]([F:37])[CH:36]=1. (4) The product is: [NH2:1][CH2:4][CH:5]([S:10]([OH:13])(=[O:11])=[O:12])[CH2:6][C:7]([OH:9])=[O:8]. Given the reactants [N:1]([CH2:4][CH:5]([S:10]([OH:13])(=[O:12])=[O:11])[CH2:6][C:7]([OH:9])=[O:8])=[N+]=[N-], predict the reaction product. (5) Given the reactants O=C1C2C(=CC=CC=2)[C:4](=[O:11])[N:3]1[CH2:12][C:13]1[CH:20]=[C:19]([CH3:21])[C:16]([C:17]#[N:18])=[C:15]([O:22][CH3:23])[N:14]=1.O.NN.[CH3:27][C:28]([O:31]C(OC([O:31][C:28]([CH3:30])([CH3:29])[CH3:27])=O)=O)([CH3:30])[CH3:29], predict the reaction product. The product is: [C:28]([O:31][C:4](=[O:11])[NH:3][CH2:12][C:13]1[CH:20]=[C:19]([CH3:21])[C:16]([C:17]#[N:18])=[C:15]([O:22][CH3:23])[N:14]=1)([CH3:30])([CH3:29])[CH3:27]. (6) Given the reactants Cl[C:2]1[N:7]=[C:6]([O:8][C:9]2[CH:21]=[CH:20][C:12]([CH2:13][C@H:14]3[CH2:18][O:17][C:16](=[O:19])[NH:15]3)=[CH:11][CH:10]=2)[CH:5]=[CH:4][CH:3]=1.C(N(CC)C(C)C)(C)C.[H][H], predict the reaction product. The product is: [N:7]1[CH:2]=[CH:3][CH:4]=[CH:5][C:6]=1[O:8][C:9]1[CH:10]=[CH:11][C:12]([CH2:13][C@H:14]2[CH2:18][O:17][C:16](=[O:19])[NH:15]2)=[CH:20][CH:21]=1.